This data is from Reaction yield outcomes from USPTO patents with 853,638 reactions. The task is: Predict the reaction yield, written as a fraction of the theoretical maximum amount of product (1.0 means a 100% yield; for example, 0.34 means a 34% yield). (1) The reactants are [C:1]1([C:7]2[O:11][N:10]=[CH:9][C:8]=2[CH2:12][CH2:13][C:14]([OH:16])=O)[CH:6]=[CH:5][CH:4]=[CH:3][CH:2]=1.C([N:19](CC)CC)C.C(Cl)(=O)OCC.N. The catalyst is O.O1CCCC1. The product is [C:1]1([C:7]2[O:11][N:10]=[CH:9][C:8]=2[CH2:12][CH2:13][C:14]([NH2:19])=[O:16])[CH:6]=[CH:5][CH:4]=[CH:3][CH:2]=1. The yield is 0.780. (2) The reactants are [Br:1][C:2]1[CH:3]=[C:4]([CH:11]=[CH:12][N:13]=1)[C:5](N(OC)C)=[O:6].[CH3:14][Mg+].[Br-]. The catalyst is C1COCC1. The product is [Br:1][C:2]1[CH:3]=[C:4]([C:5](=[O:6])[CH3:14])[CH:11]=[CH:12][N:13]=1. The yield is 0.909. (3) The catalyst is CO.[Pd]. The reactants are [CH3:1][N:2]([S:13]([C:16]1[CH:21]=[CH:20][C:19]([N:22]([CH3:28])[CH2:23][C:24]([F:27])([F:26])[F:25])=[C:18]([N+:29]([O-])=O)[CH:17]=1)(=[O:15])=[O:14])C(=O)OCC1C=CC=CC=1. The product is [NH2:29][C:18]1[CH:17]=[C:16]([S:13]([NH:2][CH3:1])(=[O:14])=[O:15])[CH:21]=[CH:20][C:19]=1[N:22]([CH3:28])[CH2:23][C:24]([F:26])([F:25])[F:27]. The yield is 0.920. (4) The reactants are C([O:8][C:9]1[C:18]2[C:13](=[CH:14][CH:15]=[CH:16][CH:17]=2)[CH:12]=[CH:11][C:10]=1[CH2:19][CH2:20][C@H:21]([OH:24])[CH2:22][OH:23])C1C=CC=CC=1. The catalyst is C(O)C.[Pd]. The product is [OH:8][C:9]1[C:18]2[C:13](=[CH:14][CH:15]=[CH:16][CH:17]=2)[CH:12]=[CH:11][C:10]=1[CH2:19][CH2:20][C@H:21]([OH:24])[CH2:22][OH:23]. The yield is 0.940. (5) The reactants are [Li+].C[Si]([N-][Si](C)(C)C)(C)C.[Cl:11][C:12]1[N:17]=[C:16]([Cl:18])[C:15]([CH2:19][C:20]([O:22][CH2:23][CH3:24])=[O:21])=[C:14]([Cl:25])[N:13]=1.I[CH3:27].[NH4+].[Cl-]. The catalyst is C1COCC1.O. The product is [Cl:11][C:12]1[N:13]=[C:14]([Cl:25])[C:15]([CH:19]([CH3:27])[C:20]([O:22][CH2:23][CH3:24])=[O:21])=[C:16]([Cl:18])[N:17]=1. The yield is 0.855. (6) The reactants are FC(F)(F)C(O)=O.[CH3:8][N:9]1[CH2:13][CH2:12][C@@:11]([NH:34]C(=O)OC(C)(C)C)([CH2:14][C:15]#[C:16][C:17]2[CH:22]=[C:21]([C:23]3[CH:28]=[CH:27][CH:26]=[C:25]([O:29][C:30]([F:33])([F:32])[F:31])[CH:24]=3)[CH:20]=[CH:19][N:18]=2)[C:10]1=[O:42].C([O-])([O-])=O.[K+].[K+]. The catalyst is C(Cl)Cl. The product is [NH2:34][C@@:11]1([CH2:14][C:15]#[C:16][C:17]2[CH:22]=[C:21]([C:23]3[CH:28]=[CH:27][CH:26]=[C:25]([O:29][C:30]([F:33])([F:32])[F:31])[CH:24]=3)[CH:20]=[CH:19][N:18]=2)[CH2:12][CH2:13][N:9]([CH3:8])[C:10]1=[O:42]. The yield is 1.12.